Task: Predict the reactants needed to synthesize the given product.. Dataset: Full USPTO retrosynthesis dataset with 1.9M reactions from patents (1976-2016) (1) Given the product [CH3:30][S:31]([O:1][CH:2]1[CH2:5][N:4]([C:6]2[S:7][CH:8]=[C:9]([C:11](=[O:29])[NH:12][CH2:13][CH2:14][NH:15][C:16]([O:18][CH2:19][C:20]3[CH:25]=[CH:24][C:23]([N+:26]([O-:28])=[O:27])=[CH:22][CH:21]=3)=[O:17])[N:10]=2)[CH2:3]1)(=[O:33])=[O:32], predict the reactants needed to synthesize it. The reactants are: [OH:1][CH:2]1[CH2:5][N:4]([C:6]2[S:7][CH:8]=[C:9]([C:11](=[O:29])[NH:12][CH2:13][CH2:14][NH:15][C:16]([O:18][CH2:19][C:20]3[CH:25]=[CH:24][C:23]([N+:26]([O-:28])=[O:27])=[CH:22][CH:21]=3)=[O:17])[N:10]=2)[CH2:3]1.[CH3:30][S:31](Cl)(=[O:33])=[O:32].C(N(CC)CC)C. (2) Given the product [F:12][CH:11]([F:13])[C:10]1[N:5]2[N:4]=[CH:3][C:2]([C:28]#[C:27][Si:24]([CH3:26])([CH3:25])[CH3:23])=[C:6]2[N:7]=[C:8]([C:14]2[CH:19]=[CH:18][CH:17]=[C:16]([O:20][CH2:21][CH3:22])[CH:15]=2)[CH:9]=1, predict the reactants needed to synthesize it. The reactants are: Br[C:2]1[CH:3]=[N:4][N:5]2[C:10]([CH:11]([F:13])[F:12])=[CH:9][C:8]([C:14]3[CH:19]=[CH:18][CH:17]=[C:16]([O:20][CH2:21][CH3:22])[CH:15]=3)=[N:7][C:6]=12.[CH3:23][Si:24]([C:27]#[CH:28])([CH3:26])[CH3:25]. (3) Given the product [CH3:11][C:2]([C:12]1[CH:17]=[CH:16][CH:15]=[CH:14][N:13]=1)([CH3:1])[C@H:3]([C:5]1[CH:10]=[CH:9][CH:8]=[CH:7][CH:6]=1)[NH2:4].[CH3:1][C:2]([C:12]1[CH:17]=[CH:16][CH:15]=[CH:14][N:13]=1)([CH3:11])[C:3]([C:5]1[CH:10]=[CH:9][CH:8]=[CH:7][CH:6]=1)=[O:21], predict the reactants needed to synthesize it. The reactants are: [CH3:1][C:2]([C:12]1[CH:17]=[CH:16][CH:15]=[CH:14][N:13]=1)([CH3:11])[CH:3]([C:5]1[CH:10]=[CH:9][CH:8]=[CH:7][CH:6]=1)[NH2:4].Cl.C(OC(C)C)(=[O:21])C. (4) The reactants are: C([N:8]1[CH2:12][CH:11]([C:13]2[CH:18]=[CH:17][CH:16]=[C:15]([O:19][CH3:20])[C:14]=2[N+:21]([O-])=O)[C:10](C(OCC)=O)([C:24]([O:26]CC)=O)[CH2:9]1)C1C=CC=CC=1.Cl.[OH-].[Na+].[C:45](O[C:45]([O:47][C:48]([CH3:51])([CH3:50])[CH3:49])=[O:46])([O:47][C:48]([CH3:51])([CH3:50])[CH3:49])=[O:46]. Given the product [CH3:20][O:19][C:15]1[C:14]2[NH:21][C:24](=[O:26])[C@@H:10]3[CH2:9][N:8]([C:45]([O:47][C:48]([CH3:49])([CH3:50])[CH3:51])=[O:46])[CH2:12][C@@H:11]3[C:13]=2[CH:18]=[CH:17][CH:16]=1, predict the reactants needed to synthesize it. (5) Given the product [CH3:31][C:32]1[N:33]([CH2:2][C:3]2[C:8](=[O:9])[N:7]([C:10]3[CH:15]=[CH:14][CH:13]=[C:12]([NH:16][C:17](=[O:26])[C:18]4[CH:23]=[C:22]([Cl:24])[CH:21]=[C:20]([Cl:25])[CH:19]=4)[CH:11]=3)[C:6]3[N:27]=[CH:28][CH:29]=[CH:30][C:5]=3[N:4]=2)[CH:34]=[CH:35][N:36]=1, predict the reactants needed to synthesize it. The reactants are: Br[CH2:2][C:3]1[C:8](=[O:9])[N:7]([C:10]2[CH:15]=[CH:14][CH:13]=[C:12]([NH:16][C:17](=[O:26])[C:18]3[CH:23]=[C:22]([Cl:24])[CH:21]=[C:20]([Cl:25])[CH:19]=3)[CH:11]=2)[C:6]2[N:27]=[CH:28][CH:29]=[CH:30][C:5]=2[N:4]=1.[CH3:31][C:32]1[NH:33][CH:34]=[CH:35][N:36]=1.C(=O)([O-])O.[Na+]. (6) Given the product [NH2:1][CH:4]1[CH2:9][CH:8]([C:10]2[CH:15]=[CH:14][C:13]([F:16])=[CH:12][C:11]=2[Cl:17])[CH2:7][CH2:6][CH:5]1[OH:18], predict the reactants needed to synthesize it. The reactants are: [N:1]([CH:4]1[CH2:9][CH:8]([C:10]2[CH:15]=[CH:14][C:13]([F:16])=[CH:12][C:11]=2[Cl:17])[CH2:7][CH2:6][C:5]1=[O:18])=[N+]=[N-].[H-].[H-].[H-].[H-].[Li+].[Al+3].O. (7) Given the product [CH3:25][N:15]([CH:10]1[CH:11]([CH3:14])[CH2:12][CH2:13][NH:8][CH2:9]1)[C:16]1[C:17]2[CH:24]=[CH:23][NH:22][C:18]=2[N:19]=[CH:20][N:21]=1, predict the reactants needed to synthesize it. The reactants are: C([N:8]1[CH2:13][CH2:12][CH:11]([CH3:14])[CH:10]([N:15]([CH3:25])[C:16]2[C:17]3[CH:24]=[CH:23][NH:22][C:18]=3[N:19]=[CH:20][N:21]=2)[CH2:9]1)C1C=CC=CC=1.Cl.